This data is from Forward reaction prediction with 1.9M reactions from USPTO patents (1976-2016). The task is: Predict the product of the given reaction. (1) The product is: [N+:17]([C:14]1[CH:15]=[CH:16][C:11]([CH2:10][N:5]2[CH2:6][CH2:7][O:3][C:4]2=[O:8])=[CH:12][CH:13]=1)([O-:19])=[O:18]. Given the reactants [H-].[Na+].[O:3]1[CH2:7][CH2:6][NH:5][C:4]1=[O:8].Br[CH2:10][C:11]1[CH:16]=[CH:15][C:14]([N+:17]([O-:19])=[O:18])=[CH:13][CH:12]=1.CO, predict the reaction product. (2) The product is: [CH3:1][O:2][C:3]1[CH:10]=[CH:9][CH:8]=[CH:7][C:4]=1[CH2:5][NH:11][CH2:12][C:13]1[CH:18]=[CH:17][CH:16]=[CH:15][N:14]=1. Given the reactants [CH3:1][O:2][C:3]1[CH:10]=[CH:9][CH:8]=[CH:7][C:4]=1[CH2:5]Cl.[NH2:11][CH2:12][C:13]1[CH:18]=[CH:17][CH:16]=[CH:15][N:14]=1.C(=O)([O-])[O-].[K+].[K+], predict the reaction product. (3) Given the reactants C(=O)([O-])[O-].[Cs+].[Cs+].[C:7]([O:11][C:12]([NH:14][C:15]1[C:23]([F:24])=[CH:22][CH:21]=[CH:20][C:16]=1[C:17]([OH:19])=[O:18])=[O:13])([CH3:10])([CH3:9])[CH3:8].Br[CH2:26][CH2:27][O:28][Si:29]([C:32]([CH3:35])([CH3:34])[CH3:33])([CH3:31])[CH3:30].[I-].[Na+], predict the reaction product. The product is: [Si:29]([O:28][CH2:27][CH2:26][O:18][C:17](=[O:19])[C:16]1[CH:20]=[CH:21][CH:22]=[C:23]([F:24])[C:15]=1[NH:14][C:12]([O:11][C:7]([CH3:10])([CH3:8])[CH3:9])=[O:13])([C:32]([CH3:35])([CH3:34])[CH3:33])([CH3:31])[CH3:30].